Regression/Classification. Given a drug SMILES string, predict its absorption, distribution, metabolism, or excretion properties. Task type varies by dataset: regression for continuous measurements (e.g., permeability, clearance, half-life) or binary classification for categorical outcomes (e.g., BBB penetration, CYP inhibition). For this dataset (lipophilicity_astrazeneca), we predict Y. From a dataset of Experimental lipophilicity measurements (octanol/water distribution) for 4,200 compounds from AstraZeneca. (1) The compound is Cc1c(C(=O)NC2C3CC4CC(C3)CC2C4)cnn1-c1ccc(C(=O)O)cc1. The Y is 0.800 logD. (2) The compound is NC1(c2ccc(-c3ncc4cnccc4c3-c3ccccc3)cc2)CCC1. The Y is 2.20 logD. (3) The molecule is O=C([C@@H](O)CO)N1CC=C(c2ccc(N3C[C@H](COc4ccon4)OC3=O)cc2F)CC1. The Y is 1.09 logD. (4) The drug is Clc1ccc(CN(Cc2ccc(Cl)cc2)c2nn[nH]n2)cc1. The Y is 2.74 logD.